Dataset: Peptide-MHC class II binding affinity with 134,281 pairs from IEDB. Task: Regression. Given a peptide amino acid sequence and an MHC pseudo amino acid sequence, predict their binding affinity value. This is MHC class II binding data. (1) The peptide sequence is TNNPHMQDKTMVKKW. The MHC is HLA-DQA10501-DQB10303 with pseudo-sequence HLA-DQA10501-DQB10303. The binding affinity (normalized) is 0. (2) The peptide sequence is DCIMTSYQYLIIQNT. The MHC is DRB1_1302 with pseudo-sequence DRB1_1302. The binding affinity (normalized) is 0.455. (3) The binding affinity (normalized) is 0.562. The MHC is DRB1_1501 with pseudo-sequence DRB1_1501. The peptide sequence is QAVLTATNFFGINTI. (4) The peptide sequence is YDKFLAFVSTVLTGK. The MHC is DRB1_0401 with pseudo-sequence DRB1_0401. The binding affinity (normalized) is 0.625. (5) The binding affinity (normalized) is 0. The MHC is DRB1_1302 with pseudo-sequence DRB1_1302. The peptide sequence is LEQDKCVTVMAPDKP. (6) The peptide sequence is AAESSSKAALTSKLD. The MHC is DRB1_1101 with pseudo-sequence DRB1_1101. The binding affinity (normalized) is 0.138. (7) The binding affinity (normalized) is 0.378. The MHC is DRB1_0701 with pseudo-sequence DRB1_0701. The peptide sequence is KFDSQLAHRHMARELH. (8) The peptide sequence is RVWEQIFSTWLLKPG. The MHC is HLA-DQA10201-DQB10202 with pseudo-sequence HLA-DQA10201-DQB10202. The binding affinity (normalized) is 0.236.